From a dataset of Forward reaction prediction with 1.9M reactions from USPTO patents (1976-2016). Predict the product of the given reaction. (1) Given the reactants [N:1]1[CH:6]=[CH:5][CH:4]=[C:3]([C:7]2[CH:8]=[C:9]([CH:23]=[CH:24][CH:25]=2)/[CH:10]=[C:11]2\[CH2:12][CH2:13][C:14]3[NH:15][C:16]([C:19]([O:21]C)=[O:20])=[CH:17][C:18]\2=3)[CH:2]=1.[OH-].[Li+].CO, predict the reaction product. The product is: [N:1]1[CH:6]=[CH:5][CH:4]=[C:3]([C:7]2[CH:8]=[C:9]([CH:23]=[CH:24][CH:25]=2)[CH2:10][CH:11]2[C:18]3[CH:17]=[C:16]([C:19]([OH:21])=[O:20])[NH:15][C:14]=3[CH2:13][CH2:12]2)[CH:2]=1. (2) Given the reactants Br[C:2]1[CH:3]=[C:4]([S:8]([NH:11][C:12]2[CH:21]=[CH:20][C:15]([C:16]([O:18]C)=[O:17])=[C:14]([OH:22])[CH:13]=2)(=[O:10])=[O:9])[CH:5]=[CH:6][CH:7]=1.[F:23][C:24]1[CH:29]=[CH:28][C:27]([F:30])=[CH:26][C:25]=1B(O)O.CCN(C(C)C)C(C)C.C(Cl)Cl, predict the reaction product. The product is: [F:23][C:24]1[CH:29]=[CH:28][C:27]([F:30])=[CH:26][C:25]=1[C:2]1[CH:7]=[CH:6][CH:5]=[C:4]([S:8]([NH:11][C:12]2[CH:21]=[CH:20][C:15]([C:16]([OH:18])=[O:17])=[C:14]([OH:22])[CH:13]=2)(=[O:10])=[O:9])[CH:3]=1.